From a dataset of Full USPTO retrosynthesis dataset with 1.9M reactions from patents (1976-2016). Predict the reactants needed to synthesize the given product. (1) The reactants are: Cl[C:2]1[N:7]=[C:6]([C:8]2[C:16]3[C:11](=[CH:12][CH:13]=[CH:14][CH:15]=3)[NH:10][CH:9]=2)[C:5]([Cl:17])=[CH:4][N:3]=1.[F:18][C:19]1[C:25]([N+:26]([O-:28])=[O:27])=[CH:24][C:22]([NH2:23])=[C:21]([O:29][CH3:30])[CH:20]=1.O.C1(C)C=CC(S(O)(=O)=O)=CC=1. Given the product [Cl:17][C:5]1[C:6]([C:8]2[C:16]3[C:11](=[CH:12][CH:13]=[CH:14][CH:15]=3)[NH:10][CH:9]=2)=[N:7][C:2]([NH:23][C:22]2[CH:24]=[C:25]([N+:26]([O-:28])=[O:27])[C:19]([F:18])=[CH:20][C:21]=2[O:29][CH3:30])=[N:3][CH:4]=1, predict the reactants needed to synthesize it. (2) Given the product [C:1]([O:5][C:6]([N:8]1[CH2:13][C@H:12]2[C@H:10]([CH2:11]2)[C@H:9]1[CH2:14][NH:15][C:25]([C:24]1[N:23]2[C:19]([S:20][CH:21]=[CH:22]2)=[N:18][C:17]=1[CH3:16])=[O:26])=[O:7])([CH3:4])([CH3:3])[CH3:2], predict the reactants needed to synthesize it. The reactants are: [C:1]([O:5][C:6]([N:8]1[CH2:13][C@H:12]2[C@H:10]([CH2:11]2)[C@H:9]1[CH2:14][NH2:15])=[O:7])([CH3:4])([CH3:3])[CH3:2].[CH3:16][C:17]1[N:18]=[C:19]2[N:23]([C:24]=1[C:25](O)=[O:26])[CH:22]=[CH:21][S:20]2. (3) Given the product [C-:1]#[Si+:2].[N:3]12[Si:8]34[N:9]5[Si:6]61[N:7]3[Si:4]25[N:5]64, predict the reactants needed to synthesize it. The reactants are: [C-:1]#[Si+:2].[N:3]12[Si:8]34[N:9]5[Si:6]61[N:7]3[Si:4]25[N:5]64. (4) Given the product [C:25]([C:24]1[CH:28]=[CH:29][C:21]([NH:20][C:1](=[O:5])[C:2]([CH3:4])=[CH2:3])=[CH:22][CH:23]=1)([OH:27])=[O:26], predict the reactants needed to synthesize it. The reactants are: [C:1](O)(=[O:5])[C:2]([CH3:4])=[CH2:3].C(OC(Cl)=O)C.C(N(CC)CC)C.[NH2:20][C:21]1[CH:29]=[CH:28][C:24]([C:25]([OH:27])=[O:26])=[CH:23][CH:22]=1.Cl. (5) The reactants are: [NH:1]1[C:5]2=[N:6][C:7]([CH2:10][CH2:11][C:12]3[CH:13]=[C:14]([CH:17]=[C:18]([CH2:20][CH2:21][C:22]4[CH:27]=[C:26]([CH3:28])[CH:25]=[C:24]([NH2:29])[N:23]=4)[CH:19]=3)[C:15]#[N:16])=[CH:8][CH:9]=[C:4]2[CH:3]=[CH:2]1. Given the product [NH:1]1[C:5]2=[N:6][C:7]([CH2:10][CH2:11][C:12]3[CH:19]=[C:18]([CH:17]=[C:14]([CH2:15][NH2:16])[CH:13]=3)[CH2:20][CH2:21][C:22]3[N:23]=[C:24]([NH2:29])[CH:25]=[C:26]([CH3:28])[CH:27]=3)=[CH:8][CH:9]=[C:4]2[CH:3]=[CH:2]1, predict the reactants needed to synthesize it.